This data is from Full USPTO retrosynthesis dataset with 1.9M reactions from patents (1976-2016). The task is: Predict the reactants needed to synthesize the given product. (1) Given the product [CH:10]([Si:9]([CH:16]([CH3:18])[CH3:17])([CH:13]([CH3:15])[CH3:14])[O:8][CH2:7][C@@H:6]([CH3:19])[CH2:5][S:2][CH3:1])([CH3:12])[CH3:11], predict the reactants needed to synthesize it. The reactants are: [CH3:1][S-:2].[Na+].Br[CH2:5][C@H:6]([CH3:19])[CH2:7][O:8][Si:9]([CH:16]([CH3:18])[CH3:17])([CH:13]([CH3:15])[CH3:14])[CH:10]([CH3:12])[CH3:11]. (2) Given the product [NH2:13][C:11]1[N:10]([CH3:14])[N:9]=[C:8]([C:6]2[CH:5]=[CH:4][N:3]=[C:2]([NH:16][CH3:15])[N:7]=2)[CH:12]=1, predict the reactants needed to synthesize it. The reactants are: Cl[C:2]1[N:7]=[C:6]([C:8]2[CH:12]=[C:11]([NH2:13])[N:10]([CH3:14])[N:9]=2)[CH:5]=[CH:4][N:3]=1.[CH3:15][NH2:16]. (3) Given the product [Br:1][C:2]1[C:7]([F:8])=[CH:6][C:5]([C:9]2[C:18]3[C:13](=[CH:14][C:15]([S:19]([NH:41][C:38]4[CH:39]=[CH:40][O:36][N:37]=4)(=[O:20])=[O:21])=[CH:16][CH:17]=3)[CH:12]=[N:11][N:10]=2)=[C:4]([O:34][CH3:35])[CH:3]=1, predict the reactants needed to synthesize it. The reactants are: [Br:1][C:2]1[C:7]([F:8])=[CH:6][C:5]([C:9]2[C:18]3[C:13](=[CH:14][C:15]([S:19](OC4C(F)=C(F)C(F)=C(F)C=4F)(=[O:21])=[O:20])=[CH:16][CH:17]=3)[CH:12]=[N:11][N:10]=2)=[C:4]([O:34][CH3:35])[CH:3]=1.[O:36]1[CH:40]=[CH:39][C:38]([NH2:41])=[N:37]1.C1COCC1.C[Si]([N-][Si](C)(C)C)(C)C.[Li+]. (4) Given the product [C:1]([C:5]1[CH:9]=[C:8]([NH:10][C:27](=[O:28])[C:26]2[CH:30]=[C:31]([C:34]([F:35])([F:36])[F:37])[CH:32]=[CH:33][C:25]=2[F:24])[N:7]([CH2:11][C@H:12]2[CH2:16][CH2:15][CH2:14][O:13]2)[N:6]=1)([CH3:4])([CH3:2])[CH3:3], predict the reactants needed to synthesize it. The reactants are: [C:1]([C:5]1[CH:9]=[C:8]([NH2:10])[N:7]([CH2:11][C@H:12]2[CH2:16][CH2:15][CH2:14][O:13]2)[N:6]=1)([CH3:4])([CH3:3])[CH3:2].C(N(CC)CC)C.[F:24][C:25]1[CH:33]=[CH:32][C:31]([C:34]([F:37])([F:36])[F:35])=[CH:30][C:26]=1[C:27](Cl)=[O:28]. (5) The reactants are: [F:1][C:2]1[CH:7]=[CH:6][C:5](/[CH:8]=[CH:9]/[C:10]2[CH:15]=[CH:14][N:13]=[C:12]([O:16]CC3C=CC(OC)=CC=3)[CH:11]=2)=[CH:4][CH:3]=1.C(OC1C=CN([C:40]2[CH:45]=[CH:44][C:43]([O:46][CH2:47][CH2:48][N:49]3[CH2:53][CH2:52][CH2:51][CH2:50]3)=[CH:42][CH:41]=2)C(=O)C=1)C1C=CC=CC=1.FC1C=CC(/C=C/C2C=CNC(=O)C=2)=CC=1. Given the product [F:1][C:2]1[CH:3]=[CH:4][C:5](/[CH:8]=[CH:9]/[C:10]2[CH:15]=[CH:14][N:13]([C:40]3[CH:41]=[CH:42][C:43]([O:46][CH2:47][CH2:48][N:49]4[CH2:50][CH2:51][CH2:52][CH2:53]4)=[CH:44][CH:45]=3)[C:12](=[O:16])[CH:11]=2)=[CH:6][CH:7]=1, predict the reactants needed to synthesize it.